Dataset: Forward reaction prediction with 1.9M reactions from USPTO patents (1976-2016). Task: Predict the product of the given reaction. (1) Given the reactants [C:1]([C:4]1[CH:5]=[C:6]([S:10]([N:13]2[C:17]([C:18]3[CH:23]=[CH:22][CH:21]=[CH:20][CH:19]=3)=[CH:16][C:15]([CH:24]=O)=[CH:14]2)(=[O:12])=[O:11])[CH:7]=[CH:8][CH:9]=1)(=[O:3])[CH3:2].Cl.[CH3:27][NH2:28].C(O[BH-](OC(=O)C)OC(=O)C)(=O)C.[Na+].C(=O)([O-])O.[Na+], predict the reaction product. The product is: [CH3:27][NH:28][CH2:24][C:15]1[CH:16]=[C:17]([C:18]2[CH:23]=[CH:22][CH:21]=[CH:20][CH:19]=2)[N:13]([S:10]([C:6]2[CH:5]=[C:4]([C:1](=[O:3])[CH3:2])[CH:9]=[CH:8][CH:7]=2)(=[O:12])=[O:11])[CH:14]=1. (2) Given the reactants [CH3:1][N:2]1[CH2:15][CH2:14][C:5]2[NH:6][C:7]3[CH:8]=[CH:9][C:10]([CH3:13])=[CH:11][C:12]=3[C:4]=2[CH2:3]1.[CH3:16][C:17]1[CH:24]=[CH:23][C:20]([CH:21]=[CH2:22])=[CH:19][CH:18]=1.[H-].[Na+].FC(F)(F)C([O-])=O, predict the reaction product. The product is: [CH3:1][N:2]1[CH2:15][CH2:14][C:5]2[N:6]([CH2:22][CH2:21][C:20]3[CH:23]=[CH:24][C:17]([CH3:16])=[CH:18][CH:19]=3)[C:7]3[CH:8]=[CH:9][C:10]([CH3:13])=[CH:11][C:12]=3[C:4]=2[CH2:3]1.